From a dataset of Rat liver microsome stability data. Regression/Classification. Given a drug SMILES string, predict its absorption, distribution, metabolism, or excretion properties. Task type varies by dataset: regression for continuous measurements (e.g., permeability, clearance, half-life) or binary classification for categorical outcomes (e.g., BBB penetration, CYP inhibition). Dataset: rlm. (1) The molecule is Fc1ccc(Nc2nc(-n3ccnc3)nc3ccccc23)cc1F. The result is 0 (unstable in rat liver microsomes). (2) The drug is Cc1nnc(-c2ccccc2C(C)C)nc1NCc1ccc(-c2cccnc2)cc1. The result is 1 (stable in rat liver microsomes). (3) The compound is Fc1cc(Nc2nc(-c3ccncc3)nc3ccccc23)ccc1-c1ccnc(C(F)(F)F)c1. The result is 1 (stable in rat liver microsomes). (4) The drug is Cc1ccc(CCNc2ncc(C)n(CC(=O)N(C)CCON=C(N)N)c2=O)cc1. The result is 0 (unstable in rat liver microsomes). (5) The molecule is COc1ccc(-c2nc(N3CCOCC3)c3sc(CN(C)c4ncc(C(=O)NO)cn4)cc3n2)cn1. The result is 0 (unstable in rat liver microsomes). (6) The drug is Cn1cc(C2=C(c3cn(CCCSC(=N)N)c4ccccc34)C(=O)NC2=O)c2ccccc21. The result is 1 (stable in rat liver microsomes).